Dataset: Full USPTO retrosynthesis dataset with 1.9M reactions from patents (1976-2016). Task: Predict the reactants needed to synthesize the given product. (1) Given the product [Cl:6][C:7]1[CH:8]=[CH:9][C:10]([O:24][CH3:25])=[C:11]([CH:23]=1)[C:12]([NH:14][CH2:15][CH2:16][C:17]1[CH:18]=[CH:19][C:20]([S:2]([Cl:1])(=[O:5])=[O:3])=[CH:21][CH:22]=1)=[O:13], predict the reactants needed to synthesize it. The reactants are: [Cl:1][S:2]([OH:5])(=O)=[O:3].[Cl:6][C:7]1[CH:8]=[CH:9][C:10]([O:24][CH3:25])=[C:11]([CH:23]=1)[C:12]([NH:14][CH2:15][CH2:16][C:17]1[CH:22]=[CH:21][CH:20]=[CH:19][CH:18]=1)=[O:13]. (2) Given the product [Cl:54][C:48]1[CH:47]=[C:46]([C:43]2[CH:44]=[CH:45][N:41]([CH2:40][CH2:39][NH:38][C:13]([C:4]3[NH:5][N:6]([C:7]4[CH:8]=[CH:9][CH:10]=[CH:11][CH:12]=4)[C:2](=[O:1])[CH:3]=3)=[O:15])[N:42]=2)[CH:53]=[CH:52][C:49]=1[C:50]#[N:51], predict the reactants needed to synthesize it. The reactants are: [O:1]=[C:2]1[N:6]([C:7]2[CH:12]=[CH:11][CH:10]=[CH:9][CH:8]=2)[NH:5][C:4]([C:13]([OH:15])=O)=[CH:3]1.C1C=CC2N(O)N=NC=2C=1.Cl.CN(C)CCCN=C=NCC.[NH2:38][CH2:39][CH2:40][N:41]1[CH:45]=[CH:44][C:43]([C:46]2[CH:53]=[CH:52][C:49]([C:50]#[N:51])=[C:48]([Cl:54])[CH:47]=2)=[N:42]1.CCN(C(C)C)C(C)C. (3) Given the product [N:20]1[CH:25]=[CH:24][CH:23]=[CH:22][C:21]=1[N:26]1[CH2:27][CH2:28][N:29]([CH2:6][CH2:7][CH2:8][CH2:9][CH:10]2[C:18]3[C:13](=[CH:14][CH:15]=[CH:16][CH:17]=3)[NH:12][C:11]2=[O:19])[CH2:30][CH2:31]1, predict the reactants needed to synthesize it. The reactants are: S(O[CH2:6][CH2:7][CH2:8][CH2:9][CH:10]1[C:18]2[C:13](=[CH:14][CH:15]=[CH:16][CH:17]=2)[NH:12][C:11]1=[O:19])(C)(=O)=O.[N:20]1[CH:25]=[CH:24][CH:23]=[CH:22][C:21]=1[N:26]1[CH2:31][CH2:30][NH:29][CH2:28][CH2:27]1.